Dataset: Peptide-MHC class II binding affinity with 134,281 pairs from IEDB. Task: Regression. Given a peptide amino acid sequence and an MHC pseudo amino acid sequence, predict their binding affinity value. This is MHC class II binding data. The peptide sequence is FVAAAKYMVIQGEPG. The MHC is HLA-DQA10501-DQB10301 with pseudo-sequence HLA-DQA10501-DQB10301. The binding affinity (normalized) is 0.559.